Dataset: Catalyst prediction with 721,799 reactions and 888 catalyst types from USPTO. Task: Predict which catalyst facilitates the given reaction. (1) Reactant: [Cl:1][C:2]1[CH:3]=[C:4]([CH:9]2[O:15][CH2:14][CH2:13][N:12](C(OC(C)(C)C)=O)[CH2:11][CH:10]2[CH2:23][OH:24])[CH:5]=[CH:6][C:7]=1[Cl:8].Cl.C(O)C. Product: [ClH:1].[Cl:1][C:2]1[CH:3]=[C:4]([CH:9]2[O:15][CH2:14][CH2:13][NH:12][CH2:11][CH:10]2[CH2:23][OH:24])[CH:5]=[CH:6][C:7]=1[Cl:8]. The catalyst class is: 8. (2) Reactant: [CH3:1][N:2]1[CH:6]=[C:5]([NH:7][C:8]2[N:13]=[C:12]3[N:14]([CH2:17][C:18]4[CH:23]=[CH:22][CH:21]=[C:20]([N+:24]([O-])=O)[CH:19]=4)[N:15]=[CH:16][C:11]3=[CH:10][N:9]=2)[CH:4]=[N:3]1.Cl.[H][H]. Product: [NH2:24][C:20]1[CH:19]=[C:18]([CH:23]=[CH:22][CH:21]=1)[CH2:17][N:14]1[C:12]2=[N:13][C:8]([NH:7][C:5]3[CH:4]=[N:3][N:2]([CH3:1])[CH:6]=3)=[N:9][CH:10]=[C:11]2[CH:16]=[N:15]1. The catalyst class is: 19. (3) Reactant: [Cl:1][C:2]1[CH:3]=[C:4]([CH:18]=[C:19]([O:28][CH:29]2[CH2:34][CH2:33][CH2:32][CH2:31][CH2:30]2)[C:20]=1[O:21][CH:22]1[CH2:27][CH2:26][CH2:25][CH2:24][CH2:23]1)[C:5]([NH:7][C:8]1[CH:17]=[CH:16][C:11]([C:12]([O:14]C)=[O:13])=[CH:10][CH:9]=1)=[O:6]. Product: [Cl:1][C:2]1[CH:3]=[C:4]([CH:18]=[C:19]([O:28][CH:29]2[CH2:34][CH2:33][CH2:32][CH2:31][CH2:30]2)[C:20]=1[O:21][CH:22]1[CH2:27][CH2:26][CH2:25][CH2:24][CH2:23]1)[C:5]([NH:7][C:8]1[CH:9]=[CH:10][C:11]([C:12]([OH:14])=[O:13])=[CH:16][CH:17]=1)=[O:6]. The catalyst class is: 12. (4) Reactant: C[Al](C)C.[NH2:5][N:6]1[CH2:11][CH2:10][CH2:9][CH2:8][CH2:7]1.C[O:13][C:14]([C:16]1[O:20][N:19]=[C:18]([O:21][CH2:22][C:23]2[C:24]([C:29]3[CH:34]=[CH:33][CH:32]=[CH:31][CH:30]=3)=[N:25][O:26][C:27]=2[CH3:28])[CH:17]=1)=O.[C@H](O)(C([O-])=O)[C@@H](O)C([O-])=O.[Na+].[K+]. Product: [N:6]1([NH:5][C:14]([C:16]2[O:20][N:19]=[C:18]([O:21][CH2:22][C:23]3[C:24]([C:29]4[CH:34]=[CH:33][CH:32]=[CH:31][CH:30]=4)=[N:25][O:26][C:27]=3[CH3:28])[CH:17]=2)=[O:13])[CH2:11][CH2:10][CH2:9][CH2:8][CH2:7]1. The catalyst class is: 12. (5) Product: [CH2:1]([O:3][C:4]([N:6]1[CH2:13][CH:12]2[CH:8]([CH:9]([CH3:18])[C:10]3[CH:16]=[C:15]([CH3:19])[S:14][C:11]=32)[CH2:7]1)=[O:5])[CH3:2]. The catalyst class is: 75. Reactant: [CH2:1]([O:3][C:4]([N:6]1[CH2:13][CH:12]2[CH:8]([CH:9]([CH3:18])[C:10]3[CH:16]=[C:15](Br)[S:14][C:11]=32)[CH2:7]1)=[O:5])[CH3:2].[CH3:19][Zn]C.C1(C)C=CC=CC=1. (6) The catalyst class is: 53. Reactant: [CH3:1][O:2][C:3](=[O:12])[C:4]1[CH:9]=[C:8]([Br:10])[CH:7]=[CH:6][C:5]=1[CH3:11].C1C(=O)N([Br:20])C(=O)C1.C(OOC(=O)C1C=CC=CC=1)(=O)C1C=CC=CC=1. Product: [CH3:1][O:2][C:3](=[O:12])[C:4]1[CH:9]=[C:8]([Br:10])[CH:7]=[CH:6][C:5]=1[CH2:11][Br:20].